This data is from Full USPTO retrosynthesis dataset with 1.9M reactions from patents (1976-2016). The task is: Predict the reactants needed to synthesize the given product. (1) Given the product [Cl:1][C:2]1[CH:3]=[C:4]([CH:25]=[CH:26][C:27]=1[Cl:28])[O:5][C:6]1[CH:11]=[CH:10][CH:9]=[CH:8][C:7]=1[NH:12][S:13]([C:16]1[CH:17]=[CH:18][C:19]([C:20]([NH:44][CH2:43][CH2:42][N:39]2[CH2:38][CH2:37][N:36]([C:32]3[CH:31]=[C:30]([CH3:29])[CH:35]=[CH:34][N:33]=3)[CH2:41][CH2:40]2)=[O:22])=[CH:23][CH:24]=1)(=[O:14])=[O:15], predict the reactants needed to synthesize it. The reactants are: [Cl:1][C:2]1[CH:3]=[C:4]([CH:25]=[CH:26][C:27]=1[Cl:28])[O:5][C:6]1[CH:11]=[CH:10][CH:9]=[CH:8][C:7]=1[NH:12][S:13]([C:16]1[CH:24]=[CH:23][C:19]([C:20]([OH:22])=O)=[CH:18][CH:17]=1)(=[O:15])=[O:14].[CH3:29][C:30]1[CH:35]=[CH:34][N:33]=[C:32]([N:36]2[CH2:41][CH2:40][N:39]([CH2:42][CH2:43][NH2:44])[CH2:38][CH2:37]2)[CH:31]=1. (2) The reactants are: [CH3:1][N:2]1[CH2:7][CH2:6][N:5]([C:8]2[CH:13]=[CH:12][N:11]=[C:10]([C:14]3[CH:18]=[C:17]([CH:19]=[CH2:20])[S:16][CH:15]=3)[CH:9]=2)[CH2:4][CH2:3]1. Given the product [CH2:19]([C:17]1[S:16][CH:15]=[C:14]([C:10]2[CH:9]=[C:8]([N:5]3[CH2:6][CH2:7][N:2]([CH3:1])[CH2:3][CH2:4]3)[CH:13]=[CH:12][N:11]=2)[CH:18]=1)[CH3:20], predict the reactants needed to synthesize it. (3) Given the product [NH2:21][C@@H:17]1[CH2:16][C:15]2=[CH:14][CH:13]=[C:12]([CH:40]=[CH:39]2)[O:11][CH2:10][CH2:9][CH2:8][CH2:7][O:6][CH2:5][C@H:4]([CH:1]([CH3:2])[CH3:3])[NH:19][C:18]1=[O:20], predict the reactants needed to synthesize it. The reactants are: [CH:1]([C@@H:4]1[NH:19][C:18](=[O:20])[C@H:17]([NH:21]C(=O)OCC2C3C=CC=CC=3C3C2=CC=CC=3)[CH2:16][C:15]2=[CH:39][CH:40]=[C:12]([CH:13]=[CH:14]2)[O:11][CH2:10][CH:9]=[CH:8][CH2:7][O:6][CH2:5]1)([CH3:3])[CH3:2].